This data is from Forward reaction prediction with 1.9M reactions from USPTO patents (1976-2016). The task is: Predict the product of the given reaction. Given the reactants [N:1]1([CH2:6][CH2:7][CH2:8][O:9][C:10]2[CH:15]=[CH:14][C:13]([C:16]3([CH2:22][NH2:23])[CH2:21][CH2:20][O:19][CH2:18][CH2:17]3)=[CH:12][CH:11]=2)[CH2:5][CH2:4][CH2:3][CH2:2]1.C(N(CC)CC)C.[C:31](Cl)(=[O:33])[CH3:32], predict the reaction product. The product is: [N:1]1([CH2:6][CH2:7][CH2:8][O:9][C:10]2[CH:15]=[CH:14][C:13]([C:16]3([CH2:22][NH:23][C:31](=[O:33])[CH3:32])[CH2:17][CH2:18][O:19][CH2:20][CH2:21]3)=[CH:12][CH:11]=2)[CH2:5][CH2:4][CH2:3][CH2:2]1.